Predict the reactants needed to synthesize the given product. From a dataset of Full USPTO retrosynthesis dataset with 1.9M reactions from patents (1976-2016). (1) Given the product [CH2:12]([O:14][C:15](=[O:20])[C:16]([NH:11][CH:8]1[CH2:7][CH2:6][N:5]([S:2]([CH3:1])(=[O:4])=[O:3])[CH2:10][CH2:9]1)([CH3:18])[CH3:17])[CH3:13], predict the reactants needed to synthesize it. The reactants are: [CH3:1][S:2]([N:5]1[CH2:10][CH2:9][CH:8]([NH2:11])[CH2:7][CH2:6]1)(=[O:4])=[O:3].[CH2:12]([O:14][C:15](=[O:20])[C:16](Br)([CH3:18])[CH3:17])[CH3:13].O. (2) The reactants are: [CH:1]1([CH:7]([NH:21][C:22]2[CH:27]=[CH:26][C:25]([C:28]([N:30]([CH3:38])[CH2:31][CH2:32][C:33]([O:35]CC)=[O:34])=[O:29])=[CH:24][CH:23]=2)[C:8]2[O:9][C:10]3[CH:19]=[CH:18][C:17]([F:20])=[CH:16][C:11]=3[C:12]=2[CH2:13][O:14][CH3:15])[CH2:6][CH2:5][CH2:4][CH2:3][CH2:2]1.CCCCCC.C(O)C.C(O)C.[OH-].[Na+]. Given the product [CH:1]1([CH:7]([NH:21][C:22]2[CH:23]=[CH:24][C:25]([C:28]([N:30]([CH3:38])[CH2:31][CH2:32][C:33]([OH:35])=[O:34])=[O:29])=[CH:26][CH:27]=2)[C:8]2[O:9][C:10]3[CH:19]=[CH:18][C:17]([F:20])=[CH:16][C:11]=3[C:12]=2[CH2:13][O:14][CH3:15])[CH2:6][CH2:5][CH2:4][CH2:3][CH2:2]1, predict the reactants needed to synthesize it. (3) Given the product [C:17]1([CH2:16][O:15][C:13]([N:1]2[CH2:5][CH2:4][CH:3]([C:6]([OH:8])=[O:7])[NH:2]2)=[O:14])[CH:22]=[CH:21][CH:20]=[CH:19][CH:18]=1, predict the reactants needed to synthesize it. The reactants are: [N:1]1([C:13]([O:15][CH2:16][C:17]2[CH:22]=[CH:21][CH:20]=[CH:19][CH:18]=2)=[O:14])[CH2:5][CH2:4][CH:3]([C:6]([O:8]C(C)(C)C)=[O:7])[NH:2]1.[OH-].[Na+]. (4) Given the product [C:13]1([CH3:12])[C:14]([NH:19][C:20]([NH:1][C:2]2[CH:3]=[CH:4][C:5]([CH2:8][C:9]([OH:11])=[O:10])=[CH:6][CH:7]=2)=[O:21])=[CH:15][CH:16]=[CH:17][CH:18]=1, predict the reactants needed to synthesize it. The reactants are: [NH2:1][C:2]1[CH:7]=[CH:6][C:5]([CH2:8][C:9]([OH:11])=[O:10])=[CH:4][CH:3]=1.[CH3:12][C:13]1[CH:18]=[CH:17][CH:16]=[CH:15][C:14]=1[N:19]=[C:20]=[O:21].O. (5) Given the product [F:1][CH:2]([F:17])[O:3][C:4]1[C:5]2[N:6]([C:10]([CH:37]([OH:38])[C:35]3[CH:34]=[CH:33][C:27]4/[C:28](=[C:29](/[CH3:32])\[C:30]#[N:31])/[C:22]5[CH:21]=[CH:20][C:19]([F:18])=[CH:39][C:23]=5[O:24][CH2:25][C:26]=4[CH:36]=3)=[C:11]([CH:13]([CH3:15])[CH3:14])[N:12]=2)[CH:7]=[CH:8][CH:9]=1, predict the reactants needed to synthesize it. The reactants are: [F:1][CH:2]([F:17])[O:3][C:4]1[C:5]2[N:6]([C:10](I)=[C:11]([CH:13]([CH3:15])[CH3:14])[N:12]=2)[CH:7]=[CH:8][CH:9]=1.[F:18][C:19]1[CH:20]=[CH:21][C:22]2=[C:23]([CH:39]=1)[O:24][CH2:25][C:26]1[CH:36]=[C:35]([CH:37]=[O:38])[CH:34]=[CH:33][C:27]=1/[C:28]/2=[C:29](/[CH3:32])\[C:30]#[N:31]. (6) The reactants are: [CH3:1][C:2]1[NH:6][N:5]=[C:4]([C:7]2[CH:12]=[CH:11][C:10]([CH3:13])=[C:9]([N+:14]([O-])=O)[CH:8]=2)[CH:3]=1. Given the product [CH3:13][C:10]1[CH:11]=[CH:12][C:7]([C:4]2[NH:5][N:6]=[C:2]([CH3:1])[CH:3]=2)=[CH:8][C:9]=1[NH2:14], predict the reactants needed to synthesize it. (7) Given the product [CH2:20]([C:16]1[C:15]([O:27][C:28]([F:30])([F:31])[F:29])=[CH:14][CH:13]=[C:12]2[C:17]=1[C:18](=[O:19])[N:9]([CH2:8][CH2:7][CH2:6][OH:5])[C:10](=[O:33])[N:11]2[CH3:32])[C:21]1[CH:22]=[CH:23][CH:24]=[CH:25][CH:26]=1, predict the reactants needed to synthesize it. The reactants are: FC(F)(F)C([O:5][CH2:6][CH2:7][CH2:8][N:9]1[C:18](=[O:19])[C:17]2[C:12](=[CH:13][CH:14]=[C:15]([O:27][C:28]([F:31])([F:30])[F:29])[C:16]=2[CH2:20][C:21]2[CH:26]=[CH:25][CH:24]=[CH:23][CH:22]=2)[N:11]([CH3:32])[C:10]1=[O:33])=O.O[Li].O.